Dataset: Full USPTO retrosynthesis dataset with 1.9M reactions from patents (1976-2016). Task: Predict the reactants needed to synthesize the given product. (1) Given the product [F:52][C:2]([F:1])([F:53])[C:3]1[CH:4]=[C:5]([C@H:13]2[O:17][C:16](=[O:18])[N:15]([CH2:19][C:20]3[C:25]([C:26]4[CH:27]=[C:28]([C:34]5[CH:43]=[CH:42][C:37]([C:38]([NH:54][NH2:55])=[O:40])=[CH:36][C:35]=5[CH3:44])[CH:29]=[N:30][C:31]=4[O:32][CH3:33])=[CH:24][N:23]=[C:22]([N:45]4[CH2:50][CH2:49][O:48][CH2:47][CH2:46]4)[N:21]=3)[C@H:14]2[CH3:51])[CH:6]=[C:7]([C:9]([F:10])([F:11])[F:12])[CH:8]=1, predict the reactants needed to synthesize it. The reactants are: [F:1][C:2]([F:53])([F:52])[C:3]1[CH:4]=[C:5]([C@H:13]2[O:17][C:16](=[O:18])[N:15]([CH2:19][C:20]3[C:25]([C:26]4[CH:27]=[C:28]([C:34]5[CH:43]=[CH:42][C:37]([C:38]([O:40]C)=O)=[CH:36][C:35]=5[CH3:44])[CH:29]=[N:30][C:31]=4[O:32][CH3:33])=[CH:24][N:23]=[C:22]([N:45]4[CH2:50][CH2:49][O:48][CH2:47][CH2:46]4)[N:21]=3)[C@H:14]2[CH3:51])[CH:6]=[C:7]([C:9]([F:12])([F:11])[F:10])[CH:8]=1.[NH2:54][NH2:55]. (2) Given the product [Cl:21][C:22]1[CH:44]=[CH:43][C:25]([CH2:26][NH:27][C:28]([C:30]2[C:31](=[O:42])[C:32]3[CH:39]=[C:38]([CH2:40][N:11]([CH2:12][CH:13]([OH:20])[C:14]4[CH:19]=[CH:18][CH:17]=[CH:16][CH:15]=4)[CH3:10])[O:37][C:33]=3[N:34]([CH3:36])[CH:35]=2)=[O:29])=[CH:24][CH:23]=1, predict the reactants needed to synthesize it. The reactants are: C(N(CC)C(C)C)(C)C.[CH3:10][NH:11][CH2:12][CH:13]([OH:20])[C:14]1[CH:19]=[CH:18][CH:17]=[CH:16][CH:15]=1.[Cl:21][C:22]1[CH:44]=[CH:43][C:25]([CH2:26][NH:27][C:28]([C:30]2[C:31](=[O:42])[C:32]3[CH:39]=[C:38]([CH2:40]Cl)[O:37][C:33]=3[N:34]([CH3:36])[CH:35]=2)=[O:29])=[CH:24][CH:23]=1.O.